This data is from Full USPTO retrosynthesis dataset with 1.9M reactions from patents (1976-2016). The task is: Predict the reactants needed to synthesize the given product. (1) Given the product [OH:17][CH2:14][CH2:15][CH:11]([S:10][C:7]1[CH:6]=[CH:5][C:4]([N+:1]([O-:3])=[O:2])=[CH:9][CH:8]=1)[C:12]([O:13][CH3:24])=[O:16], predict the reactants needed to synthesize it. The reactants are: [N+:1]([C:4]1[CH:9]=[CH:8][C:7]([S:10][CH:11]2[CH2:15][CH2:14][O:13][C:12]2=[O:16])=[CH:6][CH:5]=1)([O-:3])=[O:2].[OH-:17].[Na+].C(=O)(O)[O-].[Na+].[CH3:24]I. (2) Given the product [OH:1][C:2]1[C:6](=[O:7])[N:5]([C:8]2[S:9][C:10]([CH3:13])=[N:11][N:12]=2)[CH:4]([C:14]2[CH:15]=[C:16]([CH:20]=[CH:21][CH:22]=2)[C:17]([NH:35][CH3:34])=[O:19])[C:3]=1[C:23](=[O:32])[C:24]1[CH:29]=[CH:28][C:27]([O:30][CH3:31])=[CH:26][CH:25]=1, predict the reactants needed to synthesize it. The reactants are: [OH:1][C:2]1[C:6](=[O:7])[N:5]([C:8]2[S:9][C:10]([CH3:13])=[N:11][N:12]=2)[CH:4]([C:14]2[CH:15]=[C:16]([CH:20]=[CH:21][CH:22]=2)[C:17]([OH:19])=O)[C:3]=1[C:23](=[O:32])[C:24]1[CH:29]=[CH:28][C:27]([O:30][CH3:31])=[CH:26][CH:25]=1.Cl.[CH3:34][NH2:35]. (3) Given the product [CH2:14]([O:16][CH2:17][O:9][C:5]1[CH:6]=[CH:7][CH:8]=[C:3]([C:2]([F:10])([F:11])[F:1])[CH:4]=1)[CH3:15], predict the reactants needed to synthesize it. The reactants are: [F:1][C:2]([F:11])([F:10])[C:3]1[CH:4]=[C:5]([OH:9])[CH:6]=[CH:7][CH:8]=1.[H-].[Na+].[CH2:14]([O:16][CH2:17]Cl)[CH3:15]. (4) Given the product [CH3:14][N:15]1[CH2:20][CH2:19][N:18]([C:2]2[N:7]=[C:6]([C:8]3[CH:13]=[CH:12][CH:11]=[CH:10][CH:9]=3)[CH:5]=[CH:4][N:3]=2)[CH2:17][CH2:16]1, predict the reactants needed to synthesize it. The reactants are: Cl[C:2]1[N:7]=[C:6]([C:8]2[CH:13]=[CH:12][CH:11]=[CH:10][CH:9]=2)[CH:5]=[CH:4][N:3]=1.[CH3:14][N:15]1[CH2:20][CH2:19][NH:18][CH2:17][CH2:16]1. (5) Given the product [C:45]([C:18]1[C:19]2[CH2:20][C@@H:21]3[C@@H:26]([CH2:27][C:28]=2[S:29][C:17]=1[NH:16][C:1](=[O:2])[O:48][CH3:47])[N:25]([CH3:30])[CH2:24][C@H:23]([C:31]([N:33]([C:34](=[O:35])[NH:36][CH2:37][CH2:38][N:39]([CH3:41])[CH3:40])[CH2:42][CH2:43][CH3:44])=[O:32])[CH2:22]3)#[N:46], predict the reactants needed to synthesize it. The reactants are: [C:1](N1C=CN=C1)(N1C=CN=C1)=[O:2].C(Cl)Cl.[NH2:16][C:17]1[S:29][C:28]2[CH2:27][C@@H:26]3[C@H:21]([CH2:22][C@@H:23]([C:31]([N:33]([CH2:42][CH2:43][CH3:44])[C:34]([NH:36][CH2:37][CH2:38][N:39]([CH3:41])[CH3:40])=[O:35])=[O:32])[CH2:24][N:25]3[CH3:30])[CH2:20][C:19]=2[C:18]=1[C:45]#[N:46].[CH3:47][OH:48]. (6) Given the product [OH:27][N:26]=[CH:3][C:2]([C:6]1[CH:10]=[C:9]([NH:11][C:12]([C@@H:14]2[CH2:18][CH2:17][CH2:16][N:15]2[CH:19]2[CH2:24][CH2:23][O:22][CH2:21][CH2:20]2)=[O:13])[O:8][N:7]=1)([CH3:1])[CH3:5], predict the reactants needed to synthesize it. The reactants are: [CH3:1][C:2]([C:6]1[CH:10]=[C:9]([NH:11][C:12]([C@@H:14]2[CH2:18][CH2:17][CH2:16][N:15]2[CH:19]2[CH2:24][CH2:23][O:22][CH2:21][CH2:20]2)=[O:13])[O:8][N:7]=1)([CH3:5])[CH:3]=O.Cl.[NH2:26][OH:27].N1C=CC=CC=1. (7) Given the product [CH:4]1([N:8]2[CH2:13][CH2:12][CH:11]([O:14][C:15]3[CH:16]=[CH:17][C:18]([N:21]4[CH:25]=[CH:24][C:23]([C:26]([OH:28])=[O:27])=[CH:22]4)=[CH:19][CH:20]=3)[CH2:10][CH2:9]2)[CH2:5][CH2:6][CH2:7]1, predict the reactants needed to synthesize it. The reactants are: C(O)C.[CH:4]1([N:8]2[CH2:13][CH2:12][CH:11]([O:14][C:15]3[CH:20]=[CH:19][C:18]([N:21]4[CH:25]=[CH:24][C:23]([C:26]([O:28]C)=[O:27])=[CH:22]4)=[CH:17][CH:16]=3)[CH2:10][CH2:9]2)[CH2:7][CH2:6][CH2:5]1.[OH-].[Na+]. (8) Given the product [Cl:1][C:2]1[CH:7]=[CH:6][C:5]2=[N:8][C:9]([C:11]3[CH:12]=[CH:13][C:14]([CH3:18])=[C:15]([NH:16][C:24](=[O:25])[C:23]([CH3:28])([CH3:27])[CH3:22])[CH:17]=3)=[CH:10][N:4]2[N:3]=1, predict the reactants needed to synthesize it. The reactants are: [Cl:1][C:2]1[CH:7]=[CH:6][C:5]2=[N:8][C:9]([C:11]3[CH:12]=[CH:13][C:14]([CH3:18])=[C:15]([CH:17]=3)[NH2:16])=[CH:10][N:4]2[N:3]=1.C(#N)C.[CH3:22][C:23]([CH3:28])([CH3:27])[C:24](Cl)=[O:25]. (9) The reactants are: [OH-].[K+].[CH3:3]C1C=CC(S(N(N=O)C)(=O)=O)=CC=1.[NH:17]1[C:21]2[CH:22]=[C:23]([N:26]3[CH:30]([C:31]4[C:36]([F:37])=[CH:35][CH:34]=[C:33]([F:38])[C:32]=4[Cl:39])[C:29]([C:40]4C=CC=CC=4)=[C:28]([OH:46])[C:27]3=[O:47])[CH:24]=[CH:25][C:20]=2[N:19]=[CH:18]1. Given the product [NH:17]1[C:21]2[CH:22]=[C:23]([N:26]3[CH:30]([C:31]4[C:36]([F:37])=[CH:35][CH:34]=[C:33]([F:38])[C:32]=4[Cl:39])[C:29]([CH3:40])=[C:28]([O:46][CH3:3])[C:27]3=[O:47])[CH:24]=[CH:25][C:20]=2[N:19]=[CH:18]1, predict the reactants needed to synthesize it. (10) Given the product [F:1][C:2]1[CH:28]=[CH:27][C:5]2[N:6]=[C:7]([N:20]3[CH2:21][CH2:22][N:23]([CH3:26])[CH2:24][CH2:25]3)[C:8]3[C:13]4[CH:14]=[C:15]([OH:18])[CH:16]=[CH:17][C:12]=4[S:11][C:9]=3[NH:10][C:4]=2[CH:3]=1, predict the reactants needed to synthesize it. The reactants are: [F:1][C:2]1[CH:28]=[CH:27][C:5]2[N:6]=[C:7]([N:20]3[CH2:25][CH2:24][N:23]([CH3:26])[CH2:22][CH2:21]3)[C:8]3[C:13]4[CH:14]=[C:15]([O:18]C)[CH:16]=[CH:17][C:12]=4[S:11][C:9]=3[NH:10][C:4]=2[CH:3]=1.C(S)(S)C.[Al].